From a dataset of Tox21: 12 toxicity assays (nuclear receptors and stress response pathways). Binary classification across 12 toxicity assays. (1) The molecule is CCN(CC)CCOCCOC(=O)C(CC)(CC)c1ccccc1.O=C(O)CC(O)(CC(=O)O)C(=O)O. It tested positive (active) for: NR-ER (Estrogen Receptor agonist activity), and NR-ER-LBD (Estrogen Receptor Ligand Binding Domain agonist). (2) The molecule is C#C[C@]1(OC(C)=O)CC[C@H]2[C@@H]3CCC4=C/C(=N/O)CC[C@@H]4[C@H]3CC[C@@]21CC. It tested positive (active) for: NR-AR (Androgen Receptor agonist activity), NR-AR-LBD (Androgen Receptor Ligand Binding Domain agonist), NR-ER (Estrogen Receptor agonist activity), NR-ER-LBD (Estrogen Receptor Ligand Binding Domain agonist), and SR-p53 (p53 tumor suppressor activation). (3) The compound is COCC(C)O. It tested positive (active) for: NR-ER (Estrogen Receptor agonist activity).